Dataset: Full USPTO retrosynthesis dataset with 1.9M reactions from patents (1976-2016). Task: Predict the reactants needed to synthesize the given product. (1) Given the product [Br:22][C:23]1[CH:24]=[CH:25][C:26]([N:29]2[C:33]3=[N:34][CH:35]=[N:36][C:37]([NH:1][C:2]4[CH:3]=[C:4]([NH:9][C:10](=[O:21])[C:11]5[CH:16]=[CH:15][CH:14]=[C:13]([C:17]([F:18])([F:19])[F:20])[CH:12]=5)[CH:5]=[CH:6][C:7]=4[CH3:8])=[C:32]3[CH:31]=[N:30]2)=[CH:27][CH:28]=1, predict the reactants needed to synthesize it. The reactants are: [NH2:1][C:2]1[CH:3]=[C:4]([NH:9][C:10](=[O:21])[C:11]2[CH:16]=[CH:15][CH:14]=[C:13]([C:17]([F:20])([F:19])[F:18])[CH:12]=2)[CH:5]=[CH:6][C:7]=1[CH3:8].[Br:22][C:23]1[CH:28]=[CH:27][C:26]([N:29]2[C:33]3=[N:34][CH:35]=[N:36][C:37](Cl)=[C:32]3[CH:31]=[N:30]2)=[CH:25][CH:24]=1. (2) Given the product [CH2:1]([C:8]1([NH:11][NH:15][C:17]([O:19][C:20]([CH3:23])([CH3:22])[CH3:21])=[O:18])[CH2:10][CH2:9]1)[C:2]1[CH:7]=[CH:6][CH:5]=[CH:4][CH:3]=1, predict the reactants needed to synthesize it. The reactants are: [CH2:1]([C:8]1([NH2:11])[CH2:10][CH2:9]1)[C:2]1[CH:7]=[CH:6][CH:5]=[CH:4][CH:3]=1.ClC(Cl)(Cl)C1O[N:15]1[C:17]([O:19][C:20]([CH3:23])([CH3:22])[CH3:21])=[O:18]. (3) Given the product [CH3:1][O:2][CH2:3][CH2:4][CH2:5][CH2:6][C@@H:7]1[N:12]([CH3:28])[CH2:11][CH2:10][N:9]([C:13]2[C:22]3[CH:21]=[C:20]([CH3:23])[S:19][C:18]=3[NH:17][C:16]3[CH:24]=[CH:25][CH:26]=[CH:27][C:15]=3[N:14]=2)[CH2:8]1, predict the reactants needed to synthesize it. The reactants are: [CH3:1][O:2][CH2:3][CH2:4][CH2:5][CH2:6][C@@H:7]1[NH:12][CH2:11][CH2:10][N:9]([C:13]2[C:22]3[CH:21]=[C:20]([CH3:23])[S:19][C:18]=3[NH:17][C:16]3[CH:24]=[CH:25][CH:26]=[CH:27][C:15]=3[N:14]=2)[CH2:8]1.[CH2:28]=O. (4) Given the product [C:25]([C:22]1[CH:23]=[CH:24][C:19]([NH:18][CH2:17][C:14]2[CH:15]=[CH:16][C:11]([CH2:10][C:6]3[CH:5]=[C:4]([CH:9]=[CH:8][CH:7]=3)[C:3]([OH:30])=[O:2])=[CH:12][CH:13]=2)=[C:20]([CH3:29])[C:21]=1[OH:28])(=[O:27])[CH3:26], predict the reactants needed to synthesize it. The reactants are: C[O:2][C:3](=[O:30])[C:4]1[CH:9]=[CH:8][CH:7]=[C:6]([CH2:10][C:11]2[CH:16]=[CH:15][C:14]([CH2:17][NH:18][C:19]3[CH:24]=[CH:23][C:22]([C:25](=[O:27])[CH3:26])=[C:21]([OH:28])[C:20]=3[CH3:29])=[CH:13][CH:12]=2)[CH:5]=1.O[Li].O. (5) Given the product [OH:72][CH:70]1[CH2:71][N:68]([C:2]2[N:7]=[CH:6][N:5]=[C:4]([NH:8][C:9]3[CH:34]=[CH:33][C:12]([C:13]([NH:15][C:16]4[S:17][CH:18]=[C:19]([C:21]5[CH:26]=[CH:25][CH:24]=[C:23]([O:27][C:28]([F:31])([F:30])[F:29])[C:22]=5[F:32])[N:20]=4)=[O:14])=[CH:11][CH:10]=3)[CH:3]=2)[CH2:69]1, predict the reactants needed to synthesize it. The reactants are: Cl[C:2]1[N:7]=[CH:6][N:5]=[C:4]([NH:8][C:9]2[CH:34]=[CH:33][C:12]([C:13]([NH:15][C:16]3[S:17][CH:18]=[C:19]([C:21]4[CH:26]=[CH:25][CH:24]=[C:23]([O:27][C:28]([F:31])([F:30])[F:29])[C:22]=4[F:32])[N:20]=3)=[O:14])=[CH:11][CH:10]=2)[CH:3]=1.N1C=CC(NC2C=CC(C(NC3SC=C(C4C=CC=C(OC(F)(F)F)C=4F)N=3)=O)=CC=2)=NC=1.[NH:68]1[CH2:71][CH:70]([OH:72])[CH2:69]1. (6) Given the product [CH3:1][CH:2]([C:4]1[CH:5]=[C:6]([O:10][C:12]2[N:17]=[CH:16][C:15]([N+:18]([O-:20])=[O:19])=[CH:14][N:13]=2)[CH:7]=[CH:8][CH:9]=1)[CH3:3], predict the reactants needed to synthesize it. The reactants are: [CH3:1][CH:2]([C:4]1[CH:5]=[C:6]([OH:10])[CH:7]=[CH:8][CH:9]=1)[CH3:3].Cl[C:12]1[N:17]=[CH:16][C:15]([N+:18]([O-:20])=[O:19])=[CH:14][N:13]=1.C(N(CC)CC)C. (7) The reactants are: [NH:1]1[CH2:5][CH2:4][CH2:3][CH:2]1[C:6]1[CH:7]=[C:8]([CH:19]=[CH:20][CH:21]=1)[O:9][CH2:10][CH2:11][CH2:12][N:13]1[CH2:18][CH2:17][CH2:16][CH2:15][CH2:14]1.[CH2:22]1[O:30][CH:23]1[C:24]1[CH:29]=[CH:28][CH:27]=[CH:26][CH:25]=1. Given the product [C:24]1([CH:23]([OH:30])[CH2:22][N:1]2[CH2:5][CH2:4][CH2:3][CH:2]2[C:6]2[CH:21]=[CH:20][CH:19]=[C:8]([O:9][CH2:10][CH2:11][CH2:12][N:13]3[CH2:18][CH2:17][CH2:16][CH2:15][CH2:14]3)[CH:7]=2)[CH:29]=[CH:28][CH:27]=[CH:26][CH:25]=1, predict the reactants needed to synthesize it. (8) Given the product [F:1][C:2]1[CH:3]=[CH:4][C:5]([C:6]([NH:59][C:57]2[S:56][C:46]3[C:47]([C:50]4[CH:51]=[CH:52][CH:53]=[CH:54][CH:55]=4)=[N:48][CH:49]=[C:44]([O:43][CH3:42])[C:45]=3[N:58]=2)=[O:8])=[CH:9][CH:10]=1, predict the reactants needed to synthesize it. The reactants are: [F:1][C:2]1[CH:10]=[CH:9][C:5]([C:6]([OH:8])=O)=[CH:4][CH:3]=1.CN(C(ON1N=NC2C=CC=NC1=2)=[N+](C)C)C.F[P-](F)(F)(F)(F)F.CN1CCOCC1.[CH3:42][O:43][C:44]1[C:45]2[N:58]=[C:57]([NH2:59])[S:56][C:46]=2[C:47]([C:50]2[CH:55]=[CH:54][CH:53]=[CH:52][CH:51]=2)=[N:48][CH:49]=1. (9) Given the product [S:14]1[C:13]2=[C:8]([N:2]3[CH2:3][CH2:4][N:5]([CH2:27][CH2:28][C@H:29]4[CH2:34][CH2:33][C@H:32]([NH:35][C:36](=[O:38])[CH3:37])[CH2:31][CH2:30]4)[CH2:6][CH2:7]3)[N:9]=[CH:10][CH:11]=[C:12]2[CH:16]=[CH:15]1, predict the reactants needed to synthesize it. The reactants are: Cl.[N:2]1([C:8]2[N:9]=[CH:10][CH:11]=[C:12]3[CH:16]=[CH:15][S:14][C:13]=23)[CH2:7][CH2:6][NH:5][CH2:4][CH2:3]1.CCN(C(C)C)C(C)C.O=[CH:27][CH2:28][C@H:29]1[CH2:34][CH2:33][C@H:32]([NH:35][C:36](=[O:38])[CH3:37])[CH2:31][CH2:30]1. (10) The reactants are: [NH2:1][C:2]1[CH:7]=[CH:6][C:5]([N:8]2[CH2:14][CH2:13][CH2:12][N:11](C(OC(C)(C)C)=O)[CH2:10][CH2:9]2)=[CH:4][C:3]=1[NH:22][S:23]([C:26]1[CH:31]=[CH:30][CH:29]=[CH:28][CH:27]=1)(=[O:25])=[O:24].[C:32]1([CH3:42])[C:33]([S:38]([Cl:41])(=[O:40])=[O:39])=[CH:34][CH:35]=[CH:36][CH:37]=1. Given the product [ClH:41].[N:8]1([C:5]2[CH:6]=[CH:7][C:2]([NH:1][S:38]([C:33]3[CH:34]=[CH:35][CH:36]=[CH:37][C:32]=3[CH3:42])(=[O:40])=[O:39])=[C:3]([NH:22][S:23]([C:26]3[CH:27]=[CH:28][CH:29]=[CH:30][CH:31]=3)(=[O:25])=[O:24])[CH:4]=2)[CH2:14][CH2:13][CH2:12][NH:11][CH2:10][CH2:9]1, predict the reactants needed to synthesize it.